This data is from NCI-60 drug combinations with 297,098 pairs across 59 cell lines. The task is: Regression. Given two drug SMILES strings and cell line genomic features, predict the synergy score measuring deviation from expected non-interaction effect. (1) Drug 1: CCC1(CC2CC(C3=C(CCN(C2)C1)C4=CC=CC=C4N3)(C5=C(C=C6C(=C5)C78CCN9C7C(C=CC9)(C(C(C8N6C)(C(=O)OC)O)OC(=O)C)CC)OC)C(=O)OC)O.OS(=O)(=O)O. Drug 2: CC12CCC3C(C1CCC2OP(=O)(O)O)CCC4=C3C=CC(=C4)OC(=O)N(CCCl)CCCl.[Na+]. Cell line: NCIH23. Synergy scores: CSS=2.66, Synergy_ZIP=-2.96, Synergy_Bliss=-4.08, Synergy_Loewe=-4.78, Synergy_HSA=-3.06. (2) Drug 1: CC1=C(C(=CC=C1)Cl)NC(=O)C2=CN=C(S2)NC3=CC(=NC(=N3)C)N4CCN(CC4)CCO. Synergy scores: CSS=27.9, Synergy_ZIP=1.15, Synergy_Bliss=0.365, Synergy_Loewe=2.57, Synergy_HSA=3.87. Drug 2: C1C(C(OC1N2C=NC(=NC2=O)N)CO)O. Cell line: HCT116. (3) Drug 1: CC1C(C(CC(O1)OC2CC(CC3=C2C(=C4C(=C3O)C(=O)C5=C(C4=O)C(=CC=C5)OC)O)(C(=O)C)O)N)O.Cl. Drug 2: CC1CCC2CC(C(=CC=CC=CC(CC(C(=O)C(C(C(=CC(C(=O)CC(OC(=O)C3CCCCN3C(=O)C(=O)C1(O2)O)C(C)CC4CCC(C(C4)OC)OCCO)C)C)O)OC)C)C)C)OC. Cell line: KM12. Synergy scores: CSS=22.5, Synergy_ZIP=-8.24, Synergy_Bliss=-10.3, Synergy_Loewe=-6.41, Synergy_HSA=-5.67. (4) Drug 1: COC1=CC(=CC(=C1O)OC)C2C3C(COC3=O)C(C4=CC5=C(C=C24)OCO5)OC6C(C(C7C(O6)COC(O7)C8=CC=CS8)O)O. Drug 2: CC1C(C(CC(O1)OC2CC(CC3=C2C(=C4C(=C3O)C(=O)C5=C(C4=O)C(=CC=C5)OC)O)(C(=O)C)O)N)O.Cl. Cell line: SNB-19. Synergy scores: CSS=43.9, Synergy_ZIP=8.95, Synergy_Bliss=10.9, Synergy_Loewe=11.2, Synergy_HSA=13.6. (5) Drug 1: C(=O)(N)NO. Drug 2: CN1C2=C(C=C(C=C2)N(CCCl)CCCl)N=C1CCCC(=O)O.Cl. Cell line: OVCAR-5. Synergy scores: CSS=3.25, Synergy_ZIP=5.08, Synergy_Bliss=1.96, Synergy_Loewe=1.09, Synergy_HSA=1.35. (6) Drug 1: CC1=C(C(=CC=C1)Cl)NC(=O)C2=CN=C(S2)NC3=CC(=NC(=N3)C)N4CCN(CC4)CCO. Drug 2: CCCCC(=O)OCC(=O)C1(CC(C2=C(C1)C(=C3C(=C2O)C(=O)C4=C(C3=O)C=CC=C4OC)O)OC5CC(C(C(O5)C)O)NC(=O)C(F)(F)F)O. Cell line: SK-OV-3. Synergy scores: CSS=40.0, Synergy_ZIP=1.39, Synergy_Bliss=4.10, Synergy_Loewe=4.06, Synergy_HSA=4.60. (7) Drug 1: CN1CCC(CC1)COC2=C(C=C3C(=C2)N=CN=C3NC4=C(C=C(C=C4)Br)F)OC. Drug 2: C#CCC(CC1=CN=C2C(=N1)C(=NC(=N2)N)N)C3=CC=C(C=C3)C(=O)NC(CCC(=O)O)C(=O)O. Cell line: HCT116. Synergy scores: CSS=0.261, Synergy_ZIP=-7.80, Synergy_Bliss=-17.2, Synergy_Loewe=-43.3, Synergy_HSA=-18.3.